Predict which catalyst facilitates the given reaction. From a dataset of Catalyst prediction with 721,799 reactions and 888 catalyst types from USPTO. Reactant: [CH3:1][O:2][CH2:3][CH2:4][OH:5].[CH2:6]=[C:7]1[CH2:11][CH2:10][CH2:9][CH2:8]1.[I:12]N1C(=O)CCC1=O. Product: [I:12][CH2:6][C:7]1([O:5][CH2:4][CH2:3][O:2][CH3:1])[CH2:11][CH2:10][CH2:9][CH2:8]1. The catalyst class is: 170.